Dataset: Full USPTO retrosynthesis dataset with 1.9M reactions from patents (1976-2016). Task: Predict the reactants needed to synthesize the given product. Given the product [CH2:1]([N:8]1[CH:13]=[C:12]([C:35]2[CH:36]=[CH:37][C:32]([C:22]3[C:23]4[O:24][C:25]5[CH:31]=[CH:30][CH:29]=[CH:28][C:26]=5[C:27]=4[CH:19]=[CH:20][CH:21]=3)=[CH:33][CH:34]=2)[CH:11]=[C:10]([N+:15]([O-:17])=[O:16])[C:9]1=[O:18])[C:2]1[CH:7]=[CH:6][CH:5]=[CH:4][CH:3]=1, predict the reactants needed to synthesize it. The reactants are: [CH2:1]([N:8]1[CH:13]=[C:12](Br)[CH:11]=[C:10]([N+:15]([O-:17])=[O:16])[C:9]1=[O:18])[C:2]1[CH:7]=[CH:6][CH:5]=[CH:4][CH:3]=1.[CH:19]1[C:27]2[C:26]3[CH:28]=[CH:29][CH:30]=[CH:31][C:25]=3[O:24][C:23]=2[C:22]([C:32]2[CH:37]=[CH:36][C:35](B(O)O)=[CH:34][CH:33]=2)=[CH:21][CH:20]=1.C([O-])([O-])=O.[K+].[K+].